From a dataset of Peptide-MHC class II binding affinity with 134,281 pairs from IEDB. Regression. Given a peptide amino acid sequence and an MHC pseudo amino acid sequence, predict their binding affinity value. This is MHC class II binding data. (1) The peptide sequence is RRAEPAADGVGAVSRDL. The MHC is HLA-DQA10301-DQB10302 with pseudo-sequence HLA-DQA10301-DQB10302. The binding affinity (normalized) is 0.465. (2) The peptide sequence is HRDNIEDDLLNRNNT. The MHC is HLA-DQA10101-DQB10501 with pseudo-sequence HLA-DQA10101-DQB10501. The binding affinity (normalized) is 0. (3) The peptide sequence is SAAQRRGRIGRNPNR. The MHC is DRB1_1101 with pseudo-sequence DRB1_1101. The binding affinity (normalized) is 0.237. (4) The peptide sequence is DNINTPEGIIPALFE. The MHC is DRB1_0401 with pseudo-sequence DRB1_0401. The binding affinity (normalized) is 0. (5) The peptide sequence is AFKIAATAANAAPTN. The MHC is DRB1_0401 with pseudo-sequence DRB1_0401. The binding affinity (normalized) is 1.00. (6) The peptide sequence is FVAGAKYMVIQGEPG. The MHC is HLA-DPA10103-DPB10401 with pseudo-sequence HLA-DPA10103-DPB10401. The binding affinity (normalized) is 0.481.